Dataset: Catalyst prediction with 721,799 reactions and 888 catalyst types from USPTO. Task: Predict which catalyst facilitates the given reaction. Product: [CH2:52]([O:13][C:11](=[O:12])[C@@:10]([CH2:15][OH:16])([CH3:14])[CH2:9][C@H:8]([NH2:17])[CH2:7][C:4]1[CH:3]=[CH:2][C:1]([C:31]2[CH:32]=[CH:33][CH:34]=[CH:35][CH:36]=2)=[CH:6][CH:5]=1)[C:53]1[CH:58]=[CH:57][CH:56]=[CH:55][CH:54]=1. The catalyst class is: 2. Reactant: [C:1]1(C2C=CC=CC=2)[CH:6]=[CH:5][C:4]([CH2:7][C@@H:8]([NH:17]C(OC(C)(C)C)=O)[CH2:9][C@:10]([CH2:15][OH:16])([CH3:14])[C:11]([OH:13])=[O:12])=[CH:3][CH:2]=1.[CH:31]1[CH:32]=[CH:33][C:34]2N(O)N=N[C:35]=2[CH:36]=1.CCN=C=NCCCN(C)C.[CH2:52](O)[C:53]1[CH:58]=[CH:57][CH:56]=[CH:55][CH:54]=1.CN1CCOCC1.CC#N.Cl.O1CCOCC1.